From a dataset of Peptide-MHC class II binding affinity with 134,281 pairs from IEDB. Regression. Given a peptide amino acid sequence and an MHC pseudo amino acid sequence, predict their binding affinity value. This is MHC class II binding data. (1) The peptide sequence is VFTSVGKAVHQVFGGAFR. The MHC is DRB5_0101 with pseudo-sequence DRB5_0101. The binding affinity (normalized) is 0.463. (2) The peptide sequence is CDKQSHPEAHRDHIC. The MHC is DRB1_0101 with pseudo-sequence DRB1_0101. The binding affinity (normalized) is 0.0121. (3) The peptide sequence is SNVTFTVNQTSRLLM. The MHC is HLA-DQA10303-DQB10402 with pseudo-sequence HLA-DQA10303-DQB10402. The binding affinity (normalized) is 0.370.